This data is from Catalyst prediction with 721,799 reactions and 888 catalyst types from USPTO. The task is: Predict which catalyst facilitates the given reaction. Reactant: [CH3:1][Si](Cl)(C)C.[CH3:6][O:7][CH2:8][CH2:9][NH:10][C:11]1[N:16]=[CH:15][C:14]([CH:17](C)[C:18]#N)=[CH:13][CH:12]=1.[C:21]([O-:24])(O)=[O:22].[Na+]. Product: [CH3:6][O:7][CH2:8][CH2:9][NH:10][C:11]1[N:16]=[CH:15][C:14]([CH:17]([CH3:18])[C:21]([O:24][CH3:1])=[O:22])=[CH:13][CH:12]=1. The catalyst class is: 24.